Dataset: Catalyst prediction with 721,799 reactions and 888 catalyst types from USPTO. Task: Predict which catalyst facilitates the given reaction. Reactant: [Cl:1][C:2]1[CH:8]=[CH:7][C:5]([NH2:6])=[CH:4][CH:3]=1.[CH3:9][O:10][C:11]([CH2:13][CH2:14][C:15]1[CH:20]=[CH:19][C:18]([S:21](Cl)(=[O:23])=[O:22])=[CH:17][CH:16]=1)=[O:12]. Product: [Cl:1][C:2]1[CH:8]=[CH:7][C:5]([NH:6][S:21]([C:18]2[CH:17]=[CH:16][C:15]([CH2:14][CH2:13][C:11]([O:10][CH3:9])=[O:12])=[CH:20][CH:19]=2)(=[O:23])=[O:22])=[CH:4][CH:3]=1. The catalyst class is: 17.